The task is: Regression. Given two drug SMILES strings and cell line genomic features, predict the synergy score measuring deviation from expected non-interaction effect.. This data is from NCI-60 drug combinations with 297,098 pairs across 59 cell lines. Synergy scores: CSS=15.0, Synergy_ZIP=-3.59, Synergy_Bliss=-2.42, Synergy_Loewe=-17.7, Synergy_HSA=-2.34. Cell line: UACC62. Drug 1: CC1=CC=C(C=C1)C2=CC(=NN2C3=CC=C(C=C3)S(=O)(=O)N)C(F)(F)F. Drug 2: C1C(C(OC1N2C=C(C(=O)NC2=O)F)CO)O.